Dataset: Full USPTO retrosynthesis dataset with 1.9M reactions from patents (1976-2016). Task: Predict the reactants needed to synthesize the given product. (1) Given the product [CH:22]1[C:23]2[NH:11][C:12]3[C:17](=[CH:16][CH:15]=[CH:14][CH:13]=3)[C:18]=2[CH:19]=[C:20]([N:24]2[C:32]3[C:27](=[CH:28][CH:29]=[CH:30][CH:31]=3)[C:26]3[CH:33]=[CH:34][CH:35]=[N:36][C:25]2=3)[CH:21]=1, predict the reactants needed to synthesize it. The reactants are: S([N:11]1[C:23]2[CH:22]=[CH:21][C:20]([N:24]3[C:32]4[C:27](=[CH:28][CH:29]=[CH:30][CH:31]=4)[C:26]4[CH:33]=[CH:34][CH:35]=[N:36][C:25]3=4)=[CH:19][C:18]=2[C:17]2[C:12]1=[CH:13][CH:14]=[CH:15][CH:16]=2)(C1C=CC(C)=CC=1)(=O)=O.[OH-].[Na+]. (2) Given the product [I:20][C:5]1[CH:4]=[CH:3][C:2]([N:7]2[CH2:12][CH2:11][N:10]([C:13]([O:15][C:16]([CH3:19])([CH3:18])[CH3:17])=[O:14])[CH2:9][CH2:8]2)=[N:1][CH:6]=1, predict the reactants needed to synthesize it. The reactants are: [N:1]1[CH:6]=[CH:5][CH:4]=[CH:3][C:2]=1[N:7]1[CH2:12][CH2:11][N:10]([C:13]([O:15][C:16]([CH3:19])([CH3:18])[CH3:17])=[O:14])[CH2:9][CH2:8]1.[I:20]N1C(=O)CCC1=O.C(OOC(=O)C1C=CC=CC=1)(=O)C1C=CC=CC=1. (3) Given the product [C:1]1([S:7]([N:10]2[C:18]3[C:13](=[CH:14][C:15]([C:19]4[N:32]=[C:33]([NH2:35])[S:34][C:20]=4[CH3:21])=[CH:16][CH:17]=3)[CH:12]=[C:11]2[C:24]2[C:29]([F:30])=[CH:28][CH:27]=[CH:26][C:25]=2[F:31])(=[O:9])=[O:8])[CH:6]=[CH:5][CH:4]=[CH:3][CH:2]=1, predict the reactants needed to synthesize it. The reactants are: [C:1]1([S:7]([N:10]2[C:18]3[C:13](=[CH:14][C:15]([C:19](=O)[CH:20](Br)[CH3:21])=[CH:16][CH:17]=3)[CH:12]=[C:11]2[C:24]2[C:29]([F:30])=[CH:28][CH:27]=[CH:26][C:25]=2[F:31])(=[O:9])=[O:8])[CH:6]=[CH:5][CH:4]=[CH:3][CH:2]=1.[NH2:32][C:33]([NH2:35])=[S:34].